This data is from Reaction yield outcomes from USPTO patents with 853,638 reactions. The task is: Predict the reaction yield, written as a fraction of the theoretical maximum amount of product (1.0 means a 100% yield; for example, 0.34 means a 34% yield). (1) The reactants are [CH3:1][O:2][C:3]1[CH:4]=[C:5]([CH:9]=[CH:10][CH2:11][CH2:12][C:13]([OH:15])=[O:14])[CH:6]=[CH:7][CH:8]=1. The catalyst is CCO.[Pd]. The product is [CH3:1][O:2][C:3]1[CH:4]=[C:5]([CH2:9][CH2:10][CH2:11][CH2:12][C:13]([OH:15])=[O:14])[CH:6]=[CH:7][CH:8]=1. The yield is 0.980. (2) The yield is 0.940. The catalyst is O1CCOCC1.CO. The product is [F:2][C:3]1[CH:4]=[CH:5][C:6]2[N:10]=[C:9]([C@@H:11]([NH:14][C:15]3[N:23]=[CH:22][N:21]=[C:20]4[C:16]=3[N:17]=[CH:18][NH:19]4)[CH2:12][CH3:13])[N:8]([C:30]3[CH:31]=[N:32][CH:33]=[C:34]([F:36])[CH:35]=3)[C:7]=2[CH:37]=1. The reactants are Cl.[F:2][C:3]1[CH:4]=[CH:5][C:6]2[N:10]=[C:9]([C@@H:11]([NH:14][C:15]3[N:23]=[CH:22][N:21]=[C:20]4[C:16]=3[N:17]=[CH:18][N:19]4C3CCCCO3)[CH2:12][CH3:13])[N:8]([C:30]3[CH:31]=[N:32][CH:33]=[C:34]([F:36])[CH:35]=3)[C:7]=2[CH:37]=1. (3) The reactants are [C:1]([O:4][CH2:5][C:6]1[C:7]([S:22]([CH3:25])(=[O:24])=[O:23])=[CH:8][C:9]2[N:13]3[CH2:14][CH2:15][NH:16][C@H:17]([CH:18]([CH3:20])[CH3:19])[C:12]3=[N:11][C:10]=2[CH:21]=1)(=[O:3])[CH3:2].Cl[C:27]1[N:32]=[C:31]([C:33]([F:36])([F:35])[F:34])[C:30]([C:37]([O:39][CH2:40][CH3:41])=[O:38])=[CH:29][N:28]=1.CCN(C(C)C)C(C)C.CCOC(C)=O. The catalyst is C(Cl)Cl.CC(O)C. The product is [C:1]([O:4][CH2:5][C:6]1[C:7]([S:22]([CH3:25])(=[O:23])=[O:24])=[CH:8][C:9]2[N:13]3[CH2:14][CH2:15][N:16]([C:27]4[N:32]=[C:31]([C:33]([F:35])([F:36])[F:34])[C:30]([C:37]([O:39][CH2:40][CH3:41])=[O:38])=[CH:29][N:28]=4)[C@H:17]([CH:18]([CH3:19])[CH3:20])[C:12]3=[N:11][C:10]=2[CH:21]=1)(=[O:3])[CH3:2]. The yield is 0.870.